Dataset: Catalyst prediction with 721,799 reactions and 888 catalyst types from USPTO. Task: Predict which catalyst facilitates the given reaction. (1) Reactant: [F:1][C:2]1[C:7]([O:8][C:9]([F:12])([F:11])[F:10])=[CH:6][CH:5]=[CH:4][C:3]=1[C:13]1[CH2:14][CH2:15][N:16]([CH2:19][CH2:20][CH3:21])[CH2:17][CH:18]=1.Cl. Product: [F:1][C:2]1[C:7]([O:8][C:9]([F:10])([F:11])[F:12])=[CH:6][CH:5]=[CH:4][C:3]=1[CH:13]1[CH2:14][CH2:15][N:16]([CH2:19][CH2:20][CH3:21])[CH2:17][CH2:18]1. The catalyst class is: 43. (2) Reactant: [CH3:1][C:2]1[CH:6]=[CH:5][S:4][C:3]=1C(O)=O.C1(P([N:24]=[N+]=[N-])(C2C=CC=CC=2)=O)C=CC=CC=1.[C:27]([OH:31])([CH3:30])([CH3:29])[CH3:28].[O:32]1[CH2:37]COCC1. Product: [C:27]([O:31][C:37](=[O:32])[NH:24][C:3]1[S:4][CH:5]=[CH:6][C:2]=1[CH3:1])([CH3:30])([CH3:29])[CH3:28]. The catalyst class is: 6. (3) The catalyst class is: 4. Product: [F:35][C:36]([F:41])([F:40])[C:37]([OH:39])=[O:38].[Cl:28][C:23]1[C:24]([C:25]([NH2:26])=[O:27])=[C:18]2[CH2:17][NH:16][CH2:21][CH2:20][N:19]2[C:22]=1[C:29]1[CH:34]=[CH:33][CH:32]=[CH:31][CH:30]=1. Reactant: C(OC(N1CCC(NC([N:16]2[CH2:21][CH2:20][N:19]3[C:22]([C:29]4[CH:34]=[CH:33][CH:32]=[CH:31][CH:30]=4)=[C:23]([Cl:28])[C:24]([C:25](=[O:27])[NH2:26])=[C:18]3[CH2:17]2)=O)CC1)=O)(C)C.[F:35][C:36]([F:41])([F:40])[C:37]([OH:39])=[O:38]. (4) Reactant: [CH3:1][O:2][CH2:3][CH2:4][NH2:5].[Cl:6][CH2:7][CH2:8][N:9]=[C:10]=[O:11]. Product: [Cl:6][CH2:7][CH2:8][NH:9][C:10]([NH:5][CH2:4][CH2:3][O:2][CH3:1])=[O:11]. The catalyst class is: 1. (5) Reactant: [C:1]([CH2:3][C:4]1([N:22]2[CH:26]=[C:25]([C:27]3[C:28]4[CH:35]=[CH:34][N:33]([CH2:36][O:37][CH2:38][CH2:39][Si:40]([CH3:43])([CH3:42])[CH3:41])[C:29]=4[N:30]=[CH:31][N:32]=3)[CH:24]=[N:23]2)[CH2:7][N:6]([C:8]2([CH3:21])[CH2:13][CH2:12][N:11](C(OC(C)(C)C)=O)[CH2:10][CH2:9]2)[CH2:5]1)#[N:2].Cl. Product: [CH3:21][C:8]1([N:6]2[CH2:7][C:4]([CH2:3][C:1]#[N:2])([N:22]3[CH:26]=[C:25]([C:27]4[C:28]5[CH:35]=[CH:34][N:33]([CH2:36][O:37][CH2:38][CH2:39][Si:40]([CH3:42])([CH3:41])[CH3:43])[C:29]=5[N:30]=[CH:31][N:32]=4)[CH:24]=[N:23]3)[CH2:5]2)[CH2:13][CH2:12][NH:11][CH2:10][CH2:9]1. The catalyst class is: 523. (6) Reactant: [C:1]([O:5][C:6](=[O:43])[NH:7][C:8]([N:17]1[CH2:21][CH2:20][C@H:19]([O:22][NH:23][C:24]([C@@H:26]2[CH2:32][CH2:31][C@@H:30]3[CH2:33][N:27]2[C:28](=[O:42])[N:29]3[O:34]CC2C=CC=CC=2)=[O:25])[CH2:18]1)=[N:9][C:10](=[O:16])[O:11][C:12]([CH3:15])([CH3:14])[CH3:13])([CH3:4])([CH3:3])[CH3:2]. Product: [C:12]([O:11][C:10](=[O:16])[NH:9][C:8]([N:17]1[CH2:21][CH2:20][C@H:19]([O:22][NH:23][C:24]([C@@H:26]2[CH2:32][CH2:31][C@@H:30]3[CH2:33][N:27]2[C:28](=[O:42])[N:29]3[OH:34])=[O:25])[CH2:18]1)=[N:7][C:6](=[O:43])[O:5][C:1]([CH3:4])([CH3:3])[CH3:2])([CH3:13])([CH3:14])[CH3:15]. The catalyst class is: 19. (7) Product: [CH3:26][O:25][C:19]1[CH:20]=[C:21]2[C:16](=[CH:17][CH:18]=1)[N:15]=[C:14]([NH:13][C@H:10]1[CH2:11][CH2:12][NH:8][CH2:9]1)[CH:23]=[C:22]2[CH3:24]. The catalyst class is: 105. Reactant: C([N:8]1[CH2:12][CH2:11][C@H:10]([NH:13][C:14]2[CH:23]=[C:22]([CH3:24])[C:21]3[C:16](=[CH:17][CH:18]=[C:19]([O:25][CH3:26])[CH:20]=3)[N:15]=2)[CH2:9]1)C1C=CC=CC=1. (8) Reactant: C1(C)C=CC(S(O[C:11]2[C:12](Br)=[CH:13][CH:14]=[C:15]3[C:20]=2[N:19]=[CH:18][CH:17]=[CH:16]3)(=O)=O)=CC=1.[O:23]1[CH:27]=[CH:26][CH:25]=[CH:24]1.C([Li])CCC.O. Product: [O:23]1[CH:27]2[C:11]3[C:12](=[CH:13][CH:14]=[C:15]4[C:20]=3[N:19]=[CH:18][CH:17]=[CH:16]4)[CH:24]1[CH:25]=[CH:26]2. The catalyst class is: 1.